This data is from Retrosynthesis with 50K atom-mapped reactions and 10 reaction types from USPTO. The task is: Predict the reactants needed to synthesize the given product. (1) Given the product CC(C)(C)OC(=O)N1CC[C@H](Oc2ccc(CC(=O)O)cc2)C1, predict the reactants needed to synthesize it. The reactants are: CCOC(=O)Cc1ccc(O[C@H]2CCN(C(=O)OC(C)(C)C)C2)cc1. (2) Given the product O=C(NCCCN(CCCCO)C1CCCc2ccccc21)Nc1ccc(Br)cc1, predict the reactants needed to synthesize it. The reactants are: CC(=O)OCCCCN(CCCNC(=O)Nc1ccc(Br)cc1)C1CCCc2ccccc21.